From a dataset of Full USPTO retrosynthesis dataset with 1.9M reactions from patents (1976-2016). Predict the reactants needed to synthesize the given product. (1) Given the product [C:20]([CH:19]([NH:23][C:2]1[C:11]([C:12]([OH:14])=[O:13])=[CH:10][C:9]2[C:4](=[CH:5][CH:6]=[C:7]([Cl:15])[CH:8]=2)[N:3]=1)[CH2:18][CH2:17][CH3:16])([OH:22])=[O:21], predict the reactants needed to synthesize it. The reactants are: Cl[C:2]1[C:11]([C:12]([OH:14])=[O:13])=[CH:10][C:9]2[C:4](=[CH:5][CH:6]=[C:7]([Cl:15])[CH:8]=2)[N:3]=1.[CH3:16][CH2:17][CH2:18][CH:19]([NH2:23])[C:20]([OH:22])=[O:21].CC#N. (2) Given the product [CH3:1][O:2][C:3]([C:5]1[NH:15][C:8]2=[N:9][CH:10]=[C:11]([CH2:13][NH:23][CH2:22][C:21]3[CH:24]=[CH:25][CH:26]=[C:19]([N+:16]([O-:18])=[O:17])[CH:20]=3)[CH:12]=[C:7]2[CH:6]=1)=[O:4], predict the reactants needed to synthesize it. The reactants are: [CH3:1][O:2][C:3]([C:5]1[NH:15][C:8]2=[N:9][CH:10]=[C:11]([CH:13]=O)[CH:12]=[C:7]2[CH:6]=1)=[O:4].[N+:16]([C:19]1[CH:20]=[C:21]([CH:24]=[CH:25][CH:26]=1)[CH2:22][NH2:23])([O-:18])=[O:17].[BH3-]C#N.[Na+].C([O-])(O)=O.[Na+]. (3) Given the product [Br:1][C:2]1[CH:14]=[CH:13][C:12]([C:15](=[O:16])[NH2:33])=[C:11]2[C:3]=1[C:4]1[CH2:5][CH2:6][CH:7]([C:18]([O:20][CH2:21][CH3:22])=[O:19])[CH2:8][C:9]=1[NH:10]2, predict the reactants needed to synthesize it. The reactants are: [Br:1][C:2]1[CH:14]=[CH:13][C:12]([C:15](O)=[O:16])=[C:11]2[C:3]=1[C:4]1[CH2:5][CH2:6][CH:7]([C:18]([O:20][CH2:21][CH3:22])=[O:19])[CH2:8][C:9]=1[NH:10]2.C(Cl)CCl.C1C=CC2N(O)N=[N:33]C=2C=1.[OH-].[NH4+]. (4) Given the product [CH2:1]([O:3][C:4]([C:6]1[C:12]2[NH:13][C:14]3[C:15]([O:36][CH2:29][C:30]4[CH:35]=[CH:34][CH:33]=[CH:32][CH:31]=4)=[CH:16][CH:17]=[CH:18][C:19]=3[C:11]=2[CH2:10][CH2:9][NH:8][CH:7]=1)=[O:5])[CH3:2], predict the reactants needed to synthesize it. The reactants are: [CH2:1]([O:3][C:4]([C:6]1[C:12]2[NH:13][C:14]3[CH:15]=[CH:16][CH:17]=[C:18](OCC4C=CC=CC=4)[C:19]=3[C:11]=2[CH2:10][CH2:9][NH:8][CH:7]=1)=[O:5])[CH3:2].Cl.[CH2:29]([O:36]C1C=CC=C2C=1C(CCN)=CN2)[C:30]1[CH:35]=[CH:34][CH:33]=[CH:32][CH:31]=1. (5) Given the product [CH3:1][O:2][C:3]1[CH:4]=[CH:5][C:6]2[CH2:12][CH2:11][NH:10][CH2:9][CH2:8][C:7]=2[C:14]=1[CH3:15], predict the reactants needed to synthesize it. The reactants are: [CH3:1][O:2][C:3]1[CH:4]=[CH:5][C:6]2[CH2:12][CH2:11][NH:10][C:9](=O)[CH2:8][C:7]=2[C:14]=1[CH3:15].CSC.B.Cl. (6) The reactants are: [CH2:1]([N:5]([CH2:36][CH2:37][CH2:38][CH3:39])[C:6]([C:8]1[N:9]=[C:10]([C:14]2[CH:23]=[CH:22][C:17]([C:18]([O:20]C)=[O:19])=[CH:16][C:15]=2[C:24]([N:26]2[CH2:35][CH2:34][C:33]3[C:28](=[CH:29][CH:30]=[CH:31][CH:32]=3)[CH2:27]2)=[O:25])[N:11]([CH3:13])[CH:12]=1)=[O:7])[CH2:2][CH2:3][CH3:4].C1COCC1.CO.O.O[Li].O. Given the product [CH2:1]([N:5]([CH2:36][CH2:37][CH2:38][CH3:39])[C:6]([C:8]1[N:9]=[C:10]([C:14]2[CH:23]=[CH:22][C:17]([C:18]([OH:20])=[O:19])=[CH:16][C:15]=2[C:24]([N:26]2[CH2:35][CH2:34][C:33]3[C:28](=[CH:29][CH:30]=[CH:31][CH:32]=3)[CH2:27]2)=[O:25])[N:11]([CH3:13])[CH:12]=1)=[O:7])[CH2:2][CH2:3][CH3:4], predict the reactants needed to synthesize it. (7) Given the product [Cl:2][C:3]1[CH:8]=[CH:7][C:6]([OH:9])=[C:5]([CH:10]2[CH2:11][CH2:12][N:13]([C:25]([O:27][C:28]([CH3:31])([CH3:30])[CH3:29])=[O:26])[CH2:14][CH2:15]2)[CH:4]=1, predict the reactants needed to synthesize it. The reactants are: Br.[Cl:2][C:3]1[CH:8]=[CH:7][C:6]([OH:9])=[C:5]([CH:10]2[CH2:15][CH2:14][NH:13][CH2:12][CH2:11]2)[CH:4]=1.C(N(C(C)C)C(C)C)C.[C:25](O[C:25]([O:27][C:28]([CH3:31])([CH3:30])[CH3:29])=[O:26])([O:27][C:28]([CH3:31])([CH3:30])[CH3:29])=[O:26].O. (8) Given the product [CH2:1]([O:3][C:4]([C:6]1[N:7]([CH3:13])[C:8]([C:15]#[C:14][C:16]2[CH:21]=[CH:20][C:19]([C:22]3[CH:27]=[CH:26][CH:25]=[CH:24][CH:23]=3)=[CH:18][CH:17]=2)=[N:9][C:10]=1[CH3:11])=[O:5])[CH3:2], predict the reactants needed to synthesize it. The reactants are: [CH2:1]([O:3][C:4]([C:6]1[N:7]([CH3:13])[C:8](Br)=[N:9][C:10]=1[CH3:11])=[O:5])[CH3:2].[C:14]([C:16]1[CH:21]=[CH:20][C:19]([C:22]2[CH:27]=[CH:26][CH:25]=[CH:24][CH:23]=2)=[CH:18][CH:17]=1)#[CH:15]. (9) Given the product [Cl:46][C:21]1[CH:22]=[C:23]2[C:18](=[CH:19][CH:20]=1)[NH:17][C:29]1[C:28]([O:30][CH2:48][CH2:49][N:50]3[CH2:54][CH2:53][C@H:52]([NH2:55])[CH2:51]3)=[C:27]3[NH:31][C:32]4[CH:33]=[CH:34][C:35]([Cl:38])=[CH:36][C:37]=4[C:26]3=[CH:25][C:24]2=1, predict the reactants needed to synthesize it. The reactants are: N1C2C(=CC=CC=2)C=C1.C([N:17]1[C:29]2[C:28]([OH:30])=[C:27]3[N:31](C(OC(C)(C)C)=O)[C:32]4[CH:33]=[CH:34][C:35]([Cl:38])=[CH:36][C:37]=4[C:26]3=[CH:25][C:24]=2[C:23]2[C:18]1=[CH:19][CH:20]=[C:21]([Cl:46])[CH:22]=2)(OC(C)(C)C)=O.O[CH2:48][CH2:49][N:50]1[CH2:54][CH2:53][C@H:52]([NH:55]C(=O)OC(C)(C)C)[CH2:51]1. (10) Given the product [Br:1][C:2]1[N:7]=[CH:6][C:5]2[C:8]([N:64]3[CH2:65][CH:62]([C:60]([N:59]([CH3:66])[CH3:58])=[O:61])[CH2:63]3)=[N:9][N:10]([CH:11]([CH3:13])[CH3:12])[C:4]=2[CH:3]=1, predict the reactants needed to synthesize it. The reactants are: [Br:1][C:2]1[N:7]=[CH:6][C:5]2[C:8](I)=[N:9][N:10]([CH:11]([CH3:13])[CH3:12])[C:4]=2[CH:3]=1.C1(P(C2C=CC=CC=2)C2C3OC4C(=CC=CC=4P(C4C=CC=CC=4)C4C=CC=CC=4)C(C)(C)C=3C=CC=2)C=CC=CC=1.Cl.[CH3:58][N:59]([CH3:66])[C:60]([CH:62]1[CH2:65][NH:64][CH2:63]1)=[O:61].C(=O)([O-])[O-].[Cs+].[Cs+].